Task: Predict the product of the given reaction.. Dataset: Forward reaction prediction with 1.9M reactions from USPTO patents (1976-2016) Given the reactants [OH:1][NH:2][C:3]([C:5]1[S:21][C:8]2=[CH:9][N:10]=[CH:11][C:12]([O:13][C:14]3[CH:19]=[CH:18][C:17]([I:20])=[CH:16][CH:15]=3)=[C:7]2[CH:6]=1)=[NH:4].C1N=CN([C:27](N2C=NC=C2)=[O:28])C=1, predict the reaction product. The product is: [I:20][C:17]1[CH:16]=[CH:15][C:14]([O:13][C:12]2[CH:11]=[N:10][CH:9]=[C:8]3[S:21][C:5]([C:3]4[NH:2][O:1][C:27](=[O:28])[N:4]=4)=[CH:6][C:7]=23)=[CH:19][CH:18]=1.